From a dataset of Full USPTO retrosynthesis dataset with 1.9M reactions from patents (1976-2016). Predict the reactants needed to synthesize the given product. (1) Given the product [F:1][C:2]1[CH:7]=[C:6]([F:8])[CH:5]=[CH:4][C:3]=1[NH:9][C:10]([N:26]1[CH2:27][CH2:28][C:23]2([N:19]([CH2:12][C:13]3[CH:18]=[CH:17][CH:16]=[CH:15][CH:14]=3)[C:20](=[O:36])[CH:21]([CH2:29][C:30]3[CH:35]=[CH:34][CH:33]=[CH:32][CH:31]=3)[NH:22]2)[CH2:24][CH2:25]1)=[S:11], predict the reactants needed to synthesize it. The reactants are: [F:1][C:2]1[CH:7]=[C:6]([F:8])[CH:5]=[CH:4][C:3]=1[N:9]=[C:10]=[S:11].[CH2:12]([N:19]1[C:23]2([CH2:28][CH2:27][NH:26][CH2:25][CH2:24]2)[NH:22][CH:21]([CH2:29][C:30]2[CH:35]=[CH:34][CH:33]=[CH:32][CH:31]=2)[C:20]1=[O:36])[C:13]1[CH:18]=[CH:17][CH:16]=[CH:15][CH:14]=1. (2) Given the product [OH:28][CH:22]([CH2:23][CH2:24][CH2:25][CH2:26][CH3:27])[CH2:21][CH2:20][CH:16]1[CH:10]2[CH2:11][C:12]3[C:7]([CH2:8][CH:9]2[CH2:18][CH:17]1[O:19][C:42]([CH:39]1[CH2:41][CH2:40]1)=[O:43])=[C:6]([O:5][CH2:4][C:3]([O:2][CH3:1])=[O:29])[CH:15]=[CH:14][CH:13]=3, predict the reactants needed to synthesize it. The reactants are: [CH3:1][O:2][C:3](=[O:29])[CH2:4][O:5][C:6]1[CH:15]=[CH:14][CH:13]=[C:12]2[C:7]=1[CH2:8][CH:9]1[CH2:18][CH:17]([OH:19])[CH:16]([CH2:20][CH2:21][CH:22]([OH:28])[CH2:23][CH2:24][CH2:25][CH2:26][CH3:27])[CH:10]1[CH2:11]2.CCN(C(C)C)C(C)C.[CH:39]1([C:42](Cl)=[O:43])[CH2:41][CH2:40]1. (3) Given the product [I:1][C:2]1[C:6]([CH3:7])=[CH:5][N:4]([CH2:9][CH2:10][O:11][CH:12]2[CH2:17][CH2:16][CH2:15][CH2:14][O:13]2)[N:3]=1, predict the reactants needed to synthesize it. The reactants are: [I:1][C:2]1[C:6]([CH3:7])=[CH:5][NH:4][N:3]=1.Br[CH2:9][CH2:10][O:11][CH:12]1[CH2:17][CH2:16][CH2:15][CH2:14][O:13]1.C(=O)([O-])[O-].[Cs+].[Cs+]. (4) Given the product [Br:1][CH2:2][CH2:3][CH2:4][CH2:5][CH2:6][O:7][CH2:8][CH2:9][CH2:10][CH2:11][CH2:12][Br:15], predict the reactants needed to synthesize it. The reactants are: [Br:1][CH2:2][CH2:3][CH2:4][CH2:5][CH2:6][O:7][CH2:8][CH2:9][CH2:10][CH2:11][CH2:12]O.C(Br)(Br)(Br)[Br:15].C1(P(C2C=CC=CC=2)C2C=CC=CC=2)C=CC=CC=1.CCCCCCC.